Dataset: Peptide-MHC class II binding affinity with 134,281 pairs from IEDB. Task: Regression. Given a peptide amino acid sequence and an MHC pseudo amino acid sequence, predict their binding affinity value. This is MHC class II binding data. The peptide sequence is FKPFAEYKSDYVYEP. The MHC is DRB1_0802 with pseudo-sequence DRB1_0802. The binding affinity (normalized) is 0.